Dataset: Reaction yield outcomes from USPTO patents with 853,638 reactions. Task: Predict the reaction yield, written as a fraction of the theoretical maximum amount of product (1.0 means a 100% yield; for example, 0.34 means a 34% yield). (1) The reactants are [CH3:1][O:2][C:3]1[CH:4]=[C:5]([CH:11]2[CH2:16][CH:15]([C:17]([F:20])([F:19])[F:18])[N:14]3[N:21]=[C:22]([C:24]4[CH:25]=[CH:26][C:27]([C:30]([OH:32])=O)=[N:28][CH:29]=4)[CH:23]=[C:13]3[NH:12]2)[CH:6]=[CH:7][C:8]=1[O:9][CH3:10].C(N(CC)C(C)C)(C)C.CN(C(ON1N=NC2C=CC=NC1=2)=[N+](C)C)C.F[P-](F)(F)(F)(F)F.[N:66]1([C:72]([O:74][C:75]([CH3:78])([CH3:77])[CH3:76])=[O:73])[CH2:71][CH2:70][NH:69][CH2:68][CH2:67]1. The catalyst is CN(C=O)C.O. The product is [CH3:1][O:2][C:3]1[CH:4]=[C:5]([CH:11]2[CH2:16][CH:15]([C:17]([F:18])([F:19])[F:20])[N:14]3[N:21]=[C:22]([C:24]4[CH:25]=[CH:26][C:27]([C:30]([N:69]5[CH2:68][CH2:67][N:66]([C:72]([O:74][C:75]([CH3:78])([CH3:77])[CH3:76])=[O:73])[CH2:71][CH2:70]5)=[O:32])=[N:28][CH:29]=4)[CH:23]=[C:13]3[NH:12]2)[CH:6]=[CH:7][C:8]=1[O:9][CH3:10]. The yield is 0.540. (2) The reactants are Br[C:2]1[CH:7]=[CH:6][N:5]=[C:4]2[NH:8][CH:9]=[CH:10][C:3]=12.[H-].[Na+].C([Li])CCC.[B:18](OC(C)C)([O:23]C(C)C)[O:19]C(C)C. The catalyst is C1COCC1. The product is [NH:8]1[C:4]2=[N:5][CH:6]=[CH:7][C:2]([B:18]([OH:23])[OH:19])=[C:3]2[CH:10]=[CH:9]1. The yield is 0.760. (3) The reactants are [Cl:1][C:2]1[N:11]=[C:10]([N:12]([C:14]2[CH:19]=[CH:18][C:17]([O:20]C)=[CH:16][CH:15]=2)[CH3:13])[C:9]2[C:4](=[CH:5][CH:6]=[CH:7][CH:8]=2)[N:3]=1.B(Br)(Br)Br. The catalyst is ClCCl.C(OCC)(=O)C. The product is [Cl:1][C:2]1[N:11]=[C:10]([N:12]([C:14]2[CH:15]=[CH:16][C:17]([OH:20])=[CH:18][CH:19]=2)[CH3:13])[C:9]2[C:4](=[CH:5][CH:6]=[CH:7][CH:8]=2)[N:3]=1. The yield is 0.570. (4) The reactants are [CH3:1][C:2]1([CH3:26])[CH2:7][CH2:6][C:5]([C:8]2[CH:13]=[C:12]([C:14]3([C:20]4[N:21]=[N:22][NH:23][N:24]=4)[CH2:19][CH2:18][O:17][CH2:16][CH2:15]3)[CH:11]=[CH:10][C:9]=2[NH2:25])=[CH:4][CH2:3]1.[K+].[C:28]([C:30]1[N:31]=[C:32]([C:43]([O-])=[O:44])[N:33]([CH2:35][O:36][CH2:37][CH2:38][Si:39]([CH3:42])([CH3:41])[CH3:40])[CH:34]=1)#[N:29].C1CN([P+](Br)(N2CCCC2)N2CCCC2)CC1.F[P-](F)(F)(F)(F)F.CCN(C(C)C)C(C)C. The catalyst is CN(C=O)C.O. The product is [CH3:1][C:2]1([CH3:26])[CH2:7][CH2:6][C:5]([C:8]2[CH:13]=[C:12]([C:14]3([C:20]4[N:21]=[N:22][NH:23][N:24]=4)[CH2:15][CH2:16][O:17][CH2:18][CH2:19]3)[CH:11]=[CH:10][C:9]=2[NH:25][C:43]([C:32]2[N:33]([CH2:35][O:36][CH2:37][CH2:38][Si:39]([CH3:42])([CH3:41])[CH3:40])[CH:34]=[C:30]([C:28]#[N:29])[N:31]=2)=[O:44])=[CH:4][CH2:3]1. The yield is 0.420. (5) The reactants are [CH3:1][C:2]1[C:7]([C:8]([F:11])([F:10])[F:9])=[CH:6][CH:5]=[CH:4][C:3]=1[CH2:12][N:13]1[C:17]2[CH:18]=[C:19]([N:26]3[CH2:31][CH2:30][O:29][CH2:28][CH2:27]3)[CH:20]=[C:21]([C:22]([O:24]C)=[O:23])[C:16]=2[N:15]=[C:14]1[C:32]([F:35])([F:34])[F:33].[OH-].[Li+]. The catalyst is C1COCC1. The product is [CH3:1][C:2]1[C:7]([C:8]([F:9])([F:11])[F:10])=[CH:6][CH:5]=[CH:4][C:3]=1[CH2:12][N:13]1[C:17]2[CH:18]=[C:19]([N:26]3[CH2:31][CH2:30][O:29][CH2:28][CH2:27]3)[CH:20]=[C:21]([C:22]([OH:24])=[O:23])[C:16]=2[N:15]=[C:14]1[C:32]([F:34])([F:33])[F:35]. The yield is 0.870. (6) The reactants are [NH2:1][C@@H:2]([CH2:6][C:7]1[CH:12]=[CH:11][C:10]([C:13]2[S:17](=[O:19])(=[O:18])[N:16]([C:20]([CH3:23])([CH3:22])[CH3:21])[C:15](=[O:24])[CH:14]=2)=[CH:9][CH:8]=1)[C:3]([NH2:5])=[O:4].C(N(CC)C(C)C)(C)C.[C:34](=O)([O:43][CH2:44][CH:45]1[C:57]2[CH:56]=[CH:55][CH:54]=[CH:53][C:52]=2[C:51]2[C:46]1=[CH:47][CH:48]=[CH:49][CH:50]=2)[O:35]N1C(=O)CCC1=O. The catalyst is C(#N)C. The product is [CH:56]1[C:57]2[CH:45]([CH2:44][O:43][C:34](=[O:35])[NH:1][CH:2]([C:3](=[O:4])[NH2:5])[CH2:6][C:7]3[CH:8]=[CH:9][C:10]([C:13]4[S:17](=[O:19])(=[O:18])[N:16]([C:20]([CH3:21])([CH3:23])[CH3:22])[C:15](=[O:24])[CH:14]=4)=[CH:11][CH:12]=3)[C:46]3[C:51](=[CH:50][CH:49]=[CH:48][CH:47]=3)[C:52]=2[CH:53]=[CH:54][CH:55]=1. The yield is 0.700. (7) The reactants are C([O:3][C:4]([C:6]1[C:14]2[CH2:13][CH2:12][N:11]([C:15]3[CH:20]=[CH:19][C:18]([C:21]4[CH:26]=[CH:25][CH:24]=[CH:23][C:22]=4[CH2:27][NH:28][CH3:29])=[CH:17][CH:16]=3)[C:10](=[O:30])[C:9]=2[N:8]([C:31]2[CH:36]=[CH:35][C:34]([O:37][CH3:38])=[CH:33][CH:32]=2)[N:7]=1)=O)C.C([NH2:41])=O.CO[Na].O. The catalyst is CN(C=O)C.CO. The product is [CH3:38][O:37][C:34]1[CH:35]=[CH:36][C:31]([N:8]2[C:9]3[C:10](=[O:30])[N:11]([C:15]4[CH:20]=[CH:19][C:18]([C:21]5[CH:26]=[CH:25][CH:24]=[CH:23][C:22]=5[CH2:27][NH:28][CH3:29])=[CH:17][CH:16]=4)[CH2:12][CH2:13][C:14]=3[C:6]([C:4]([NH2:41])=[O:3])=[N:7]2)=[CH:32][CH:33]=1. The yield is 0.830.